Dataset: Volume of distribution at steady state (VDss) regression data from Lombardo et al.. Task: Regression/Classification. Given a drug SMILES string, predict its absorption, distribution, metabolism, or excretion properties. Task type varies by dataset: regression for continuous measurements (e.g., permeability, clearance, half-life) or binary classification for categorical outcomes (e.g., BBB penetration, CYP inhibition). For this dataset (vdss_lombardo), we predict log10(VDss) (log10 of volume of distribution in L/kg). (1) The compound is COCc1c(C(C)C)nc(C(C)C)c(/C=C/C(O)CC(O)CC(=O)[O-])c1-c1ccc(F)cc1. The log10(VDss) is -0.480. (2) The compound is C[N+](C)([O-])CCCN1c2ccccc2CCc2ccccc21. The log10(VDss) is 0.280. (3) The molecule is C[NH+]1CCOC(c2ccccc2)c2ccccc2C1. The log10(VDss) is 0.750. (4) The compound is CC12CCC(=O)C=C1CCC1C2C(O)CC2(C)C1CCC2(O)C(=O)CO. The log10(VDss) is -0.420. (5) The drug is CN/C(=N\CCSCc1nc[nH]c1C)NC#N. The log10(VDss) is 0.0800. (6) The molecule is C[N+](C)(C)CC(O)CC(=O)[O-]. The log10(VDss) is -0.400. (7) The drug is O=C([O-])C1/C(=C/CO)OC2CC(=O)N21. The log10(VDss) is -0.660. (8) The drug is CCC(C)CCCCCCC(=O)NC1C(Oc2c3cc4cc2Oc2ccc(cc2Cl)C(OC2OC(CO)C(O)C(O)C2NC(C)=O)C2NC(=O)C(NC(=O)C4NC(=O)C4NC(=O)C(Cc5ccc(c(Cl)c5)O3)NC(=O)C(N)c3ccc(O)c(c3)Oc3cc(O)cc4c3)c3ccc(O)c(c3)-c3c(OC4OC(CO)C(O)C(O)C4O)cc(O)cc3C(C(=O)[O-])NC2=O)OC(CO)C(O)C1O. The log10(VDss) is -0.240. (9) The log10(VDss) is -0.550. The molecule is CC1OC(n2cc(F)c(=O)[nH]c2=O)C(O)C1O. (10) The molecule is [NH3+]C(CC(=O)N1CCn2c(nnc2C(F)(F)F)C1)Cc1cc(F)c(F)cc1F. The log10(VDss) is 0.450.